Dataset: Forward reaction prediction with 1.9M reactions from USPTO patents (1976-2016). Task: Predict the product of the given reaction. (1) The product is: [Br:1][C:2]1[CH:16]=[C:15](/[CH:17]=[CH:18]/[CH:19]([C:24]2[CH:25]=[C:26]([Cl:32])[C:27]([Cl:31])=[C:28]([Cl:30])[CH:29]=2)[C:20]([F:23])([F:21])[F:22])[CH:14]=[CH:13][C:3]=1[C:4]([NH:6][CH:7]1[CH2:12][CH2:11][N:10]([CH2:19][C:20]([F:23])([F:22])[F:21])[CH2:9][CH2:8]1)=[O:5]. Given the reactants [Br:1][C:2]1[CH:16]=[C:15](/[CH:17]=[CH:18]/[CH:19]([C:24]2[CH:29]=[C:28]([Cl:30])[C:27]([Cl:31])=[C:26]([Cl:32])[CH:25]=2)[C:20]([F:23])([F:22])[F:21])[CH:14]=[CH:13][C:3]=1[C:4]([NH:6][CH:7]1[CH2:12][CH2:11][NH:10][CH2:9][CH2:8]1)=[O:5], predict the reaction product. (2) Given the reactants [C:1]([C:3]([C:6]1[CH:7]=[C:8]([CH:12]=[CH:13][CH:14]=1)[C:9](O)=[O:10])([CH3:5])[CH3:4])#[N:2].S(Cl)([Cl:17])=O, predict the reaction product. The product is: [C:1]([C:3]([C:6]1[CH:7]=[C:8]([CH:12]=[CH:13][CH:14]=1)[C:9]([Cl:17])=[O:10])([CH3:5])[CH3:4])#[N:2]. (3) Given the reactants [CH2:1]([O:3][C:4]([C:6]1[NH:7][CH:8]=[C:9]2[CH:18]([C:19]3[O:20][C:21]([S:24][C:25]4[NH:29][C:28]5[C:30]([F:35])=[CH:31][C:32]([F:34])=[CH:33][C:27]=5[N:26]=4)=[CH:22][CH:23]=3)[C:17]3[C:16](=[O:36])[CH2:15][N:14](OC(C)(C)C)[CH2:13][C:12]=3[NH:11][C:10]=12)=[O:5])[CH3:2].[ClH:42], predict the reaction product. The product is: [ClH:42].[CH2:1]([O:3][C:4]([C:6]1[NH:7][CH:8]=[C:9]2[CH:18]([C:19]3[O:20][C:21]([S:24][C:25]4[NH:29][C:28]5[C:30]([F:35])=[CH:31][C:32]([F:34])=[CH:33][C:27]=5[N:26]=4)=[CH:22][CH:23]=3)[C:17]3[C:16](=[O:36])[CH2:15][NH:14][CH2:13][C:12]=3[NH:11][C:10]=12)=[O:5])[CH3:2]. (4) Given the reactants [F:1][C:2]1[CH:7]=[CH:6][C:5]([C:8]2[O:9][CH:10]=[C:11]([C:13]([CH3:17])([CH3:16])[CH2:14][NH2:15])[N:12]=2)=[CH:4][CH:3]=1.[F:18][CH:19]([F:36])[C:20]([C:22]1[S:26][C:25]([C:27]2[CH:28]=[C:29]([CH:33]=[CH:34][CH:35]=2)[C:30](O)=[O:31])=[CH:24][CH:23]=1)=[O:21], predict the reaction product. The product is: [F:36][CH:19]([F:18])[C:20]([C:22]1[S:26][C:25]([C:27]2[CH:28]=[C:29]([CH:33]=[CH:34][CH:35]=2)[C:30]([NH:15][CH2:14][C:13]([C:11]2[N:12]=[C:8]([C:5]3[CH:4]=[CH:3][C:2]([F:1])=[CH:7][CH:6]=3)[O:9][CH:10]=2)([CH3:17])[CH3:16])=[O:31])=[CH:24][CH:23]=1)=[O:21]. (5) Given the reactants [Cl-].[Al+3].[Cl-].[Cl-].Cl[C:6](=[O:17])[CH2:7][CH2:8][CH2:9][CH2:10][CH2:11][CH2:12][C:13]([O:15][CH3:16])=[O:14].[C:18]1([O:24][CH3:25])[CH:23]=[CH:22][CH:21]=[CH:20][CH:19]=1, predict the reaction product. The product is: [CH3:25][O:24][C:18]1[CH:23]=[CH:22][C:21]([C:6](=[O:17])[CH2:7][CH2:8][CH2:9][CH2:10][CH2:11][CH2:12][C:13]([O:15][CH3:16])=[O:14])=[CH:20][CH:19]=1. (6) Given the reactants [CH3:1][C:2]([C:4]1[CH:9]=[CH:8][CH:7]=[C:6]([F:10])[CH:5]=1)=[O:3].CO[CH:13](OC)[N:14]([CH3:16])[CH3:15], predict the reaction product. The product is: [CH3:13][N:14]([CH3:16])[CH:15]=[CH:1][C:2]([C:4]1[CH:9]=[CH:8][CH:7]=[C:6]([F:10])[CH:5]=1)=[O:3].